Regression/Classification. Given a drug SMILES string, predict its toxicity properties. Task type varies by dataset: regression for continuous values (e.g., LD50, hERG inhibition percentage) or binary classification for toxic/non-toxic outcomes (e.g., AMES mutagenicity, cardiotoxicity, hepatotoxicity). Dataset: ld50_zhu. From a dataset of Acute oral toxicity (LD50) regression data from Zhu et al.. The drug is CC=CC=CC(=O)OCC1CO1. The rat oral LD50 is 1.47, given as -log10 of the dose in mol/kg body weight (higher means more acutely toxic).